From a dataset of Forward reaction prediction with 1.9M reactions from USPTO patents (1976-2016). Predict the product of the given reaction. (1) Given the reactants [Br:1][C@H:2]1[C@@H:8]2[CH2:9][C@@H:5]([C:6](=[O:10])[O:7]2)[CH2:4][CH2:3]1.[NH3:11].CO, predict the reaction product. The product is: [Br:1][C@@H:2]1[CH2:3][CH2:4][C@H:5]([C:6]([NH2:11])=[O:10])[CH2:9][C@@H:8]1[OH:7]. (2) Given the reactants O(C1C=CC(CCN)=CC=1)C1C=CC=CC=1.IC1C=CC(C[N:23]([C:55](=[O:59])[C:56]([OH:58])=[O:57])[CH2:24][C:25]2[CH:30]=[CH:29][C:28]([C:31]3[CH:36]=[CH:35][C:34]([C:37]([NH:39][CH2:40][CH2:41][C:42]4[CH:47]=[CH:46][C:45]([O:48][C:49]5[CH:54]=[CH:53][CH:52]=[CH:51][CH:50]=5)=[CH:44][CH:43]=4)=[O:38])=[CH:33][CH:32]=3)=[CH:27][CH:26]=2)=CC=1.[O:62]([C:69]1[CH:70]=[C:71]([CH:74]=[CH:75][CH:76]=1)[CH:72]=O)[C:63]1[CH:68]=[CH:67][CH:66]=[CH:65][CH:64]=1, predict the reaction product. The product is: [O:59]=[C:55]([N:23]([CH2:72][C:71]1[CH:74]=[CH:75][CH:76]=[C:69]([O:62][C:63]2[CH:68]=[CH:67][CH:66]=[CH:65][CH:64]=2)[CH:70]=1)[CH2:24][C:25]1[CH:26]=[CH:27][C:28]([C:31]2[CH:36]=[CH:35][C:34]([C:37]([NH:39][CH2:40][CH2:41][C:42]3[CH:43]=[CH:44][C:45]([O:48][C:49]4[CH:54]=[CH:53][CH:52]=[CH:51][CH:50]=4)=[CH:46][CH:47]=3)=[O:38])=[CH:33][CH:32]=2)=[CH:29][CH:30]=1)[C:56]([OH:58])=[O:57]. (3) Given the reactants [Cl:1][C:2]1[CH:3]=[CH:4][C:5]([N:15]2[CH:19]=[C:18]([Cl:20])[N:17]=[N:16]2)=[C:6]([C:8]2[N:13]=[CH:12][N:11]=[C:10]([OH:14])[CH:9]=2)[CH:7]=1.CN(C(ON1N=NC2C=CC=NC1=2)=[N+](C)C)C.F[P-](F)(F)(F)(F)F.C1CCN2C(=NCCC2)CC1.N[C@@H:57]1[C:73]2[CH:74]=[C:69]([CH:70]=[CH:71][CH:72]=2)[C:68]2[N:67]([CH3:75])[N:66]=[CH:65][C:64]=2[NH:63][C:62](=[O:76])[C@H:61]([CH3:77])[CH2:60][CH2:59][CH2:58]1, predict the reaction product. The product is: [Cl:1][C:2]1[CH:3]=[CH:4][C:5]([N:15]2[CH:19]=[C:18]([Cl:20])[N:17]=[N:16]2)=[C:6]([C:8]2[N:13]=[CH:12][N:11]([C@@H:57]3[C:73]4[CH:74]=[C:69]([CH:70]=[CH:71][CH:72]=4)[C:68]4[N:67]([CH3:75])[N:66]=[CH:65][C:64]=4[NH:63][C:62](=[O:76])[C@H:61]([CH3:77])[CH2:60][CH2:59][CH2:58]3)[C:10](=[O:14])[CH:9]=2)[CH:7]=1.